From a dataset of Full USPTO retrosynthesis dataset with 1.9M reactions from patents (1976-2016). Predict the reactants needed to synthesize the given product. (1) Given the product [ClH:23].[CH3:22][C:21]1[C:20]([CH3:19])=[C:27]([CH3:28])[C:26]([CH3:29])=[C:25]([CH3:30])[C:24]=1[CH2:31][S:18][C:9]1[NH:8][C@H:7]([C:1]2[CH:2]=[CH:3][CH:4]=[CH:5][CH:6]=2)[C@H:11]([C:12]2[CH:13]=[CH:14][CH:15]=[CH:16][CH:17]=2)[N:10]=1, predict the reactants needed to synthesize it. The reactants are: [C:1]1([C@H:7]2[C@@H:11]([C:12]3[CH:17]=[CH:16][CH:15]=[CH:14][CH:13]=3)[NH:10][C:9](=[S:18])[NH:8]2)[CH:6]=[CH:5][CH:4]=[CH:3][CH:2]=1.[CH3:19][C:20]1[C:27]([CH3:28])=[C:26]([CH3:29])[C:25]([CH3:30])=[C:24]([CH3:31])[C:21]=1[CH2:22][Cl:23]. (2) The reactants are: Br[C:2]1[N:6]2[N:7]=[C:8]([Cl:18])[CH:9]=[C:10]([C:11]3[CH:12]=[N:13][CH:14]=[CH:15][C:16]=3[CH3:17])[C:5]2=[N:4][CH:3]=1.[C:19]1(B(O)O)[CH:24]=[CH:23][CH:22]=[CH:21][CH:20]=1.[O-]P([O-])([O-])=O.[K+].[K+].[K+]. Given the product [Cl:18][C:8]1[CH:9]=[C:10]([C:11]2[CH:12]=[N:13][CH:14]=[CH:15][C:16]=2[CH3:17])[C:5]2[N:6]([C:2]([C:19]3[CH:24]=[CH:23][CH:22]=[CH:21][CH:20]=3)=[CH:3][N:4]=2)[N:7]=1, predict the reactants needed to synthesize it. (3) Given the product [C:44]([N:47]1[C:51]2=[N:52][CH:53]=[C:54]([NH:56][C:19]([C:6]3[N:7]([CH2:11][C:12]4[CH:17]=[CH:16][CH:15]=[C:14]([F:18])[CH:13]=4)[C:8]4[C:4]([CH:5]=3)=[CH:3][C:2]([F:1])=[CH:10][CH:9]=4)=[O:20])[CH:55]=[C:50]2[CH2:49][CH2:48]1)(=[O:46])[CH3:45], predict the reactants needed to synthesize it. The reactants are: [F:1][C:2]1[CH:3]=[C:4]2[C:8](=[CH:9][CH:10]=1)[N:7]([CH2:11][C:12]1[CH:17]=[CH:16][CH:15]=[C:14]([F:18])[CH:13]=1)[C:6]([C:19](O)=[O:20])=[CH:5]2.Cl.CN(C)CCCN=C=NCC.ON1C2C=CC=CC=2N=N1.[C:44]([N:47]1[C:51]2=[N:52][CH:53]=[C:54]([NH2:56])[CH:55]=[C:50]2[CH2:49][CH2:48]1)(=[O:46])[CH3:45].